From a dataset of Forward reaction prediction with 1.9M reactions from USPTO patents (1976-2016). Predict the product of the given reaction. (1) The product is: [Cl:12][C:5]1[C:6]([N:23]2[CH2:24][CH2:25][N:20]([CH2:19][C:16]3[CH:15]=[CH:14][N:13]=[CH:18][CH:17]=3)[CH2:21][CH2:22]2)=[C:7]([N+:8]([O-:10])=[O:9])[C:2]([NH2:1])=[N:3][CH:4]=1. Given the reactants [NH2:1][C:2]1[C:7]([N+:8]([O-:10])=[O:9])=[C:6](Cl)[C:5]([Cl:12])=[CH:4][N:3]=1.[N:13]1[CH:18]=[CH:17][C:16]([CH2:19][N:20]2[CH2:25][CH2:24][NH:23][CH2:22][CH2:21]2)=[CH:15][CH:14]=1.C(N(C(C)C)CC)(C)C, predict the reaction product. (2) Given the reactants C(OC([NH:8][CH:9]1[CH2:14][CH2:13][N:12]([CH2:15][CH2:16][N:17]2[C:25]3[C:20](=[CH:21][CH:22]=[C:23]([O:26][CH3:27])[CH:24]=3)[CH:19]=[C:18]2[C:28]([O:30][CH3:31])=[O:29])[CH2:11][CH2:10]1)=O)(C)(C)C.Cl, predict the reaction product. The product is: [NH2:8][CH:9]1[CH2:10][CH2:11][N:12]([CH2:15][CH2:16][N:17]2[C:25]3[C:20](=[CH:21][CH:22]=[C:23]([O:26][CH3:27])[CH:24]=3)[CH:19]=[C:18]2[C:28]([O:30][CH3:31])=[O:29])[CH2:13][CH2:14]1. (3) Given the reactants F[C:2]1[CH:3]=[C:4]([CH2:9][C@H:10]([NH:14][C:15](=[O:24])OCC2C=CC=CC=2)[C@H:11]2[CH2:13][O:12]2)[CH:5]=[C:6](F)[CH:7]=1.[CH3:25][O:26][C:27]1[CH:36]=[C:35]2[C:30](CCC[CH:34]2[NH2:37])=[CH:29][CH:28]=1.C([N:41](CCC)[C:42]([C:44]1[CH:45]=[C:46]([CH:50]=[C:51](CC)[CH:52]=1)C(O)=O)=O)CC, predict the reaction product. The product is: [CH2:9]([C@H:10]([NH:14][C:15](=[O:24])[C:51]1[CH:50]=[CH:46][CH:45]=[C:44]([C:42]#[N:41])[CH:52]=1)[C@H:11]([OH:12])[CH2:13][NH:37][CH2:34][C:35]1[CH:30]=[CH:29][CH:28]=[C:27]([O:26][CH3:25])[CH:36]=1)[C:4]1[CH:3]=[CH:2][CH:7]=[CH:6][CH:5]=1.